Dataset: Tyrosyl-DNA phosphodiesterase HTS with 341,365 compounds. Task: Binary Classification. Given a drug SMILES string, predict its activity (active/inactive) in a high-throughput screening assay against a specified biological target. (1) The result is 0 (inactive). The compound is S(CCC(=O)NCc1ccc(OC)cc1)Cc1ccc(cc1)C. (2) The molecule is O(C1CCOC1=O)C(=O)c1c2c(nc(c3c(cc(cc3)C)C)c1)cccc2. The result is 0 (inactive).